This data is from Reaction yield outcomes from USPTO patents with 853,638 reactions. The task is: Predict the reaction yield, written as a fraction of the theoretical maximum amount of product (1.0 means a 100% yield; for example, 0.34 means a 34% yield). (1) The reactants are [CH3:1][C:2]1[N:10]([CH:11]([C:13]2[CH:18]=[CH:17][CH:16]=[CH:15][CH:14]=2)[CH3:12])[C:5]2=[CH:6][N:7]=[CH:8][CH:9]=[C:4]2[C:3]=1[C:19]([O:21]C)=[O:20].[OH-].[K+].Cl. The catalyst is O. The product is [CH3:1][C:2]1[N:10]([CH:11]([C:13]2[CH:14]=[CH:15][CH:16]=[CH:17][CH:18]=2)[CH3:12])[C:5]2=[CH:6][N:7]=[CH:8][CH:9]=[C:4]2[C:3]=1[C:19]([OH:21])=[O:20]. The yield is 1.00. (2) The catalyst is CN(C)C=O. The reactants are [I:1]N1C(=O)CCC1=O.[OH:9][C:10]1[N:17]=[CH:16][CH:15]=[CH:14][C:11]=1[C:12]#[N:13]. The yield is 0.900. The product is [OH:9][C:10]1[N:17]=[CH:16][C:15]([I:1])=[CH:14][C:11]=1[C:12]#[N:13]. (3) The reactants are Br[C:2]1[CH:7]=[CH:6][C:5]([N:8]([C:22]2[CH:27]=[CH:26][CH:25]=[CH:24][CH:23]=2)[C:9]2[C:14]3[S:15][C:16]4[CH:21]=[CH:20][CH:19]=[CH:18][C:17]=4[C:13]=3[CH:12]=[CH:11][CH:10]=2)=[CH:4][CH:3]=1.[B:28]1([B:28]2[O:32][C:31]([CH3:34])([CH3:33])[C:30]([CH3:36])([CH3:35])[O:29]2)[O:32][C:31]([CH3:34])([CH3:33])[C:30]([CH3:36])([CH3:35])[O:29]1.CC([O-])=O.[K+].C(Cl)Cl. The catalyst is O1CCOCC1. The product is [C:22]1([N:8]([C:5]2[CH:6]=[CH:7][C:2]([B:28]3[O:32][C:31]([CH3:34])([CH3:33])[C:30]([CH3:36])([CH3:35])[O:29]3)=[CH:3][CH:4]=2)[C:9]2[C:14]3[S:15][C:16]4[CH:21]=[CH:20][CH:19]=[CH:18][C:17]=4[C:13]=3[CH:12]=[CH:11][CH:10]=2)[CH:27]=[CH:26][CH:25]=[CH:24][CH:23]=1. The yield is 0.640. (4) The reactants are [C:1]1([CH2:7][N:8]2[C:18](=[O:19])[C:17]3[C:12](=[CH:13][CH:14]=[CH:15][CH:16]=3)[S:9]2(=[O:11])=[O:10])[CH:6]=[CH:5]C=CC=1.S1(C2C(=CC=CC=2)C(=O)N1)(=O)=O.[H-].[Na+].[O:34](CCCCBr)[C:35]1[CH:40]=[CH:39][CH:38]=[CH:37][CH:36]=1. The catalyst is CN(C=O)C. The yield is 0.670. The product is [O:34]([CH2:5][CH2:6][CH2:1][CH2:7][N:8]1[C:18](=[O:19])[C:17]2[C:12](=[CH:13][CH:14]=[CH:15][CH:16]=2)[S:9]1(=[O:10])=[O:11])[C:35]1[CH:40]=[CH:39][CH:38]=[CH:37][CH:36]=1. (5) The reactants are [CH3:1][O:2][C:3]1[CH:12]=[CH:11][C:10]2[NH:9][C:8](=[O:13])[C:7]3[S:14][CH:15]=[CH:16][C:6]=3[C:5]=2[C:4]=1[C:17]1[CH:22]=[CH:21][C:20]([C:23]([NH:26][C:27](=[O:33])[O:28][C:29]([CH3:32])([CH3:31])[CH3:30])([CH3:25])[CH3:24])=[CH:19][CH:18]=1.[Cl:34]N1C(=O)CCC1=O. The catalyst is CN(C=O)C. The product is [Cl:34][C:11]1[C:10]2[NH:9][C:8](=[O:13])[C:7]3[S:14][CH:15]=[CH:16][C:6]=3[C:5]=2[C:4]([C:17]2[CH:22]=[CH:21][C:20]([C:23]([NH:26][C:27](=[O:33])[O:28][C:29]([CH3:32])([CH3:31])[CH3:30])([CH3:25])[CH3:24])=[CH:19][CH:18]=2)=[C:3]([O:2][CH3:1])[CH:12]=1. The yield is 0.310. (6) The reactants are [C:1]([CH2:3][C:4]1([N:25]2[CH:29]=[C:28](B3OC(C)(C)C(C)(C)O3)[CH:27]=[N:26]2)[CH2:7][N:6]([C:8]2[C:22]([F:23])=[CH:21][C:11]([C:12]([NH:14][C@@H:15]([CH3:20])[C:16]([F:19])([F:18])[F:17])=[O:13])=[C:10]([F:24])[CH:9]=2)[CH2:5]1)#[N:2].Br[C:40]1[C:41]([CH3:46])=[N:42][NH:43][C:44]=1[CH3:45].C(=O)([O-])[O-].[Na+].[Na+].O. The catalyst is O1CCOCC1.C1C=CC([P]([Pd]([P](C2C=CC=CC=2)(C2C=CC=CC=2)C2C=CC=CC=2)([P](C2C=CC=CC=2)(C2C=CC=CC=2)C2C=CC=CC=2)[P](C2C=CC=CC=2)(C2C=CC=CC=2)C2C=CC=CC=2)(C2C=CC=CC=2)C2C=CC=CC=2)=CC=1. The product is [C:1]([CH2:3][C:4]1([N:25]2[CH:29]=[C:28]([C:40]3[C:41]([CH3:46])=[N:42][NH:43][C:44]=3[CH3:45])[CH:27]=[N:26]2)[CH2:5][N:6]([C:8]2[C:22]([F:23])=[CH:21][C:11]([C:12]([NH:14][C@@H:15]([CH3:20])[C:16]([F:17])([F:18])[F:19])=[O:13])=[C:10]([F:24])[CH:9]=2)[CH2:7]1)#[N:2]. The yield is 0.0970. (7) The reactants are C[Si]([N-][Si](C)(C)C)(C)C.[Li+].[N:11]1[CH:16]=[CH:15][N:14]=[CH:13][C:12]=1[C:17](=[O:19])[CH3:18].[C:20](OCC)(=[O:26])[C:21]([O:23][CH2:24][CH3:25])=[O:22].Cl. The catalyst is O1CCCC1.C(OCC)C.O. The product is [CH2:24]([O:23][C:21](=[O:22])[C:20](=[O:26])[CH2:18][C:17]([C:12]1[CH:13]=[N:14][CH:15]=[CH:16][N:11]=1)=[O:19])[CH3:25]. The yield is 0.820. (8) The reactants are [Cl:1][C:2]([F:11])([F:10])[C:3](=O)/[CH:4]=[CH:5]/OCC.C[N:13](C)[CH:14]=[CH:15][C:16]#[N:17].C([O-])(=O)C.[NH4+].O. The catalyst is C1(C)C=CC=CC=1. The product is [Cl:1][C:2]([F:10])([F:11])[C:3]1[CH:4]=[CH:5][C:15]([C:16]#[N:17])=[CH:14][N:13]=1. The yield is 0.410. (9) The reactants are C1(C2C=CC=CC=2)[CH:6]=[CH:5][C:4]([C:7]2[CH:11]=[CH:10][O:9][CH:8]=2)=[CH:3][CH:2]=1.Cl.BrC1C=C[N:23]=CC=1.O1C=CC(B(O)O)=C1. No catalyst specified. The product is [O:9]1[CH:10]=[CH:11][C:7]([C:4]2[CH:5]=[CH:6][N:23]=[CH:2][CH:3]=2)=[CH:8]1. The yield is 1.00.